From a dataset of NCI-60 drug combinations with 297,098 pairs across 59 cell lines. Regression. Given two drug SMILES strings and cell line genomic features, predict the synergy score measuring deviation from expected non-interaction effect. (1) Drug 1: C1CC(=O)NC(=O)C1N2CC3=C(C2=O)C=CC=C3N. Drug 2: C1=CC(=CC=C1CC(C(=O)O)N)N(CCCl)CCCl.Cl. Cell line: 786-0. Synergy scores: CSS=26.9, Synergy_ZIP=-5.23, Synergy_Bliss=4.65, Synergy_Loewe=3.51, Synergy_HSA=3.59. (2) Drug 1: CC1OCC2C(O1)C(C(C(O2)OC3C4COC(=O)C4C(C5=CC6=C(C=C35)OCO6)C7=CC(=C(C(=C7)OC)O)OC)O)O. Cell line: SN12C. Synergy scores: CSS=30.7, Synergy_ZIP=-7.51, Synergy_Bliss=1.80, Synergy_Loewe=-17.3, Synergy_HSA=-3.50. Drug 2: CC1=C(C=C(C=C1)NC(=O)C2=CC=C(C=C2)CN3CCN(CC3)C)NC4=NC=CC(=N4)C5=CN=CC=C5. (3) Drug 1: C1=CC=C(C=C1)NC(=O)CCCCCCC(=O)NO. Drug 2: C#CCC(CC1=CN=C2C(=N1)C(=NC(=N2)N)N)C3=CC=C(C=C3)C(=O)NC(CCC(=O)O)C(=O)O. Cell line: HCT-15. Synergy scores: CSS=77.2, Synergy_ZIP=3.14, Synergy_Bliss=2.02, Synergy_Loewe=-0.175, Synergy_HSA=0.274. (4) Drug 1: CN(CC1=CN=C2C(=N1)C(=NC(=N2)N)N)C3=CC=C(C=C3)C(=O)NC(CCC(=O)O)C(=O)O. Drug 2: C1=NC2=C(N=C(N=C2N1C3C(C(C(O3)CO)O)F)Cl)N. Cell line: HL-60(TB). Synergy scores: CSS=56.9, Synergy_ZIP=-1.94, Synergy_Bliss=-3.30, Synergy_Loewe=-6.22, Synergy_HSA=-2.20. (5) Drug 1: CN(C)C1=NC(=NC(=N1)N(C)C)N(C)C. Drug 2: C(CCl)NC(=O)N(CCCl)N=O. Cell line: SF-539. Synergy scores: CSS=-0.576, Synergy_ZIP=-0.0233, Synergy_Bliss=-0.533, Synergy_Loewe=-7.06, Synergy_HSA=-3.14. (6) Drug 1: CN(CC1=CN=C2C(=N1)C(=NC(=N2)N)N)C3=CC=C(C=C3)C(=O)NC(CCC(=O)O)C(=O)O. Drug 2: C1C(C(OC1N2C=NC(=NC2=O)N)CO)O. Cell line: HOP-92. Synergy scores: CSS=-2.35, Synergy_ZIP=-4.98, Synergy_Bliss=-8.55, Synergy_Loewe=-17.7, Synergy_HSA=-11.3. (7) Drug 1: CN(C)N=NC1=C(NC=N1)C(=O)N. Drug 2: C1C(C(OC1N2C=C(C(=O)NC2=O)F)CO)O. Cell line: UACC62. Synergy scores: CSS=12.0, Synergy_ZIP=-13.0, Synergy_Bliss=-9.29, Synergy_Loewe=-13.2, Synergy_HSA=-8.43. (8) Cell line: NCI-H522. Drug 1: C1CCC(C1)C(CC#N)N2C=C(C=N2)C3=C4C=CNC4=NC=N3. Drug 2: C1=CN(C=N1)CC(O)(P(=O)(O)O)P(=O)(O)O. Synergy scores: CSS=13.9, Synergy_ZIP=0.487, Synergy_Bliss=5.42, Synergy_Loewe=5.81, Synergy_HSA=5.86. (9) Drug 1: CC1C(C(CC(O1)OC2CC(CC3=C2C(=C4C(=C3O)C(=O)C5=C(C4=O)C(=CC=C5)OC)O)(C(=O)CO)O)N)O.Cl. Drug 2: C1=CC=C(C(=C1)C(C2=CC=C(C=C2)Cl)C(Cl)Cl)Cl. Cell line: MDA-MB-435. Synergy scores: CSS=-6.28, Synergy_ZIP=4.34, Synergy_Bliss=7.48, Synergy_Loewe=-15.4, Synergy_HSA=-2.72. (10) Drug 1: CC(C1=C(C=CC(=C1Cl)F)Cl)OC2=C(N=CC(=C2)C3=CN(N=C3)C4CCNCC4)N. Drug 2: C(=O)(N)NO. Cell line: U251. Synergy scores: CSS=4.50, Synergy_ZIP=-2.56, Synergy_Bliss=-1.16, Synergy_Loewe=-0.151, Synergy_HSA=-0.662.